From a dataset of Catalyst prediction with 721,799 reactions and 888 catalyst types from USPTO. Predict which catalyst facilitates the given reaction. Reactant: Cl.[OH:2][C@H:3]1[CH2:6][C@H:5]([C:7]2[CH:12]=[CH:11][C:10]([C:13]3[CH:18]=[CH:17][N:16]([CH2:19][CH2:20][C@@:21]([CH3:36])([S:32]([CH3:35])(=[O:34])=[O:33])[C:22]([NH:24][O:25]C4CCCCO4)=[O:23])[C:15](=[O:37])[CH:14]=3)=[CH:9][CH:8]=2)[CH2:4]1. Product: [OH:25][NH:24][C:22](=[O:23])[C@:21]([CH3:36])([S:32]([CH3:35])(=[O:34])=[O:33])[CH2:20][CH2:19][N:16]1[CH:17]=[CH:18][C:13]([C:10]2[CH:11]=[CH:12][C:7]([C@H:5]3[CH2:4][C@H:3]([OH:2])[CH2:6]3)=[CH:8][CH:9]=2)=[CH:14][C:15]1=[O:37]. The catalyst class is: 12.